From a dataset of Forward reaction prediction with 1.9M reactions from USPTO patents (1976-2016). Predict the product of the given reaction. (1) Given the reactants Cl[C:2]1[N:3]=[N:4][C:5]2[C:6]3[CH:15]=[CH:14][CH:13]=[CH:12][C:7]=3[CH2:8][CH2:9][C:10]=2[CH:11]=1.[N:16]1[CH:21]=[CH:20][CH:19]=[N:18][C:17]=1[N:22]1[CH2:27][CH2:26][NH:25][CH2:24][CH2:23]1.Cl.[NH4+], predict the reaction product. The product is: [N:16]1[CH:21]=[CH:20][CH:19]=[N:18][C:17]=1[N:22]1[CH2:27][CH2:26][N:25]([C:2]2[N:3]=[N:4][C:5]3[C:6]4[CH:15]=[CH:14][CH:13]=[CH:12][C:7]=4[CH2:8][CH2:9][C:10]=3[CH:11]=2)[CH2:24][CH2:23]1. (2) The product is: [NH2:8][C:5]1[C:4]([CH:15]=[O:16])=[CH:3][C:2]([Cl:1])=[CH:7][N:6]=1. Given the reactants [Cl:1][C:2]1[CH:3]=[C:4]([CH:15]=[O:16])[C:5]([NH:8]C(=O)C(C)(C)C)=[N:6][CH:7]=1, predict the reaction product. (3) The product is: [F:32][C:33]1[CH:34]=[C:35]([C:2]2[CH:31]=[CH:30][C:5]([C:6]([NH:8][C:9]3[CH:14]=[CH:13][C:12]([O:15][C:16]([F:19])([F:18])[F:17])=[C:11]([NH:20][C:21](=[O:29])[CH2:22][N:23]4[CH2:28][CH2:27][O:26][CH2:25][CH2:24]4)[CH:10]=3)=[O:7])=[CH:4][N:3]=2)[CH:36]=[C:37]([F:39])[CH:38]=1. Given the reactants Cl[C:2]1[CH:31]=[CH:30][C:5]([C:6]([NH:8][C:9]2[CH:14]=[CH:13][C:12]([O:15][C:16]([F:19])([F:18])[F:17])=[C:11]([NH:20][C:21](=[O:29])[CH2:22][N:23]3[CH2:28][CH2:27][O:26][CH2:25][CH2:24]3)[CH:10]=2)=[O:7])=[CH:4][N:3]=1.[F:32][C:33]1[CH:34]=[C:35](B(O)O)[CH:36]=[C:37]([F:39])[CH:38]=1.C(=O)([O-])[O-].[K+].[K+], predict the reaction product. (4) Given the reactants F[C:2](F)(F)C(O)=O.[Cl:8][C:9]1[CH:17]=[CH:16][CH:15]=[C:14]2[C:10]=1[CH:11]=[C:12]([C:18]([NH:20][C@H:21]1[CH2:25][CH2:24][NH:23][CH2:22]1)=[O:19])[NH:13]2.N, predict the reaction product. The product is: [Cl:8][C:9]1[CH:17]=[CH:16][CH:15]=[C:14]2[C:10]=1[CH:11]=[C:12]([C:18]([NH:20][C@H:21]1[CH2:25][CH2:24][N:23]([CH3:2])[CH2:22]1)=[O:19])[NH:13]2. (5) Given the reactants [C:1](=[O:12])(OC(Cl)(Cl)Cl)OC(Cl)(Cl)Cl.Cl.[NH2:14][CH:15]1[CH2:20][CH2:19][N:18]([C:21](=[O:24])[CH2:22][F:23])[CH2:17][CH2:16]1.[C@H:25]1([NH:34][C:35]2[CH:44]=[CH:43][C:42]3[C:37](=[CH:38][CH:39]=[C:40]([NH2:45])[CH:41]=3)[N:36]=2)[C:33]2[C:28](=[CH:29][CH:30]=[CH:31][CH:32]=2)[CH2:27][CH2:26]1, predict the reaction product. The product is: [F:23][CH2:22][C:21]([N:18]1[CH2:17][CH2:16][CH:15]([NH:14][C:1]([NH:45][C:40]2[CH:41]=[C:42]3[C:37](=[CH:38][CH:39]=2)[N:36]=[C:35]([NH:34][C@H:25]2[C:33]4[C:28](=[CH:29][CH:30]=[CH:31][CH:32]=4)[CH2:27][CH2:26]2)[CH:44]=[CH:43]3)=[O:12])[CH2:20][CH2:19]1)=[O:24]. (6) The product is: [Br:30][CH2:2][CH2:3][NH:4][S:5]([C:8]1[CH:13]=[CH:12][C:11]([C:14]2[C:15]3[C:16]4[CH:29]=[CH:28][S:27][C:17]=4[C:18](=[O:26])[NH:19][C:20]=3[CH:21]=[CH:22][C:23]=2[OH:24])=[CH:10][CH:9]=1)(=[O:7])=[O:6]. Given the reactants O[CH2:2][CH2:3][NH:4][S:5]([C:8]1[CH:13]=[CH:12][C:11]([C:14]2[C:15]3[C:16]4[CH:29]=[CH:28][S:27][C:17]=4[C:18](=[O:26])[NH:19][C:20]=3[CH:21]=[CH:22][C:23]=2[O:24]C)=[CH:10][CH:9]=1)(=[O:7])=[O:6].[Br:30]B(Br)Br, predict the reaction product. (7) Given the reactants [CH:1]([C:3]1[CH:10]=[CH:9][C:6]([CH2:7][Cl:8])=[CH:5][CH:4]=1)=[CH2:2].[N:11]([CH2:18][CH2:19][OH:20])([CH2:15][CH2:16][OH:17])[CH2:12][CH2:13][OH:14], predict the reaction product. The product is: [Cl-:8].[OH:14][CH2:13][CH2:12][N+:11]([CH2:18][CH2:19][OH:20])([CH2:15][CH2:16][OH:17])[CH2:7][C:6]1[CH:9]=[CH:10][C:3]([CH:1]=[CH2:2])=[CH:4][CH:5]=1. (8) Given the reactants [O:1]1[CH2:6][CH2:5][N:4]([C:7]2[CH:12]=[CH:11][C:10]([C:13]3[N:36](S(C4C=CC=CC=4)(=O)=O)[C:16]4=[N:17][CH:18]=[CH:19][C:20]([C:21]5[CH:22]=[CH:23][C:24]([O:29][CH:30]6[CH2:35][CH2:34][CH2:33][O:32][CH2:31]6)=[C:25]([CH:28]=5)[C:26]#[N:27])=[C:15]4[CH:14]=3)=[CH:9][CH:8]=2)[CH2:3][CH2:2]1.C(=O)([O-])[O-].[Cs+].[Cs+].FC(F)(F)CO, predict the reaction product. The product is: [O:1]1[CH2:6][CH2:5][N:4]([C:7]2[CH:12]=[CH:11][C:10]([C:13]3[NH:36][C:16]4=[N:17][CH:18]=[CH:19][C:20]([C:21]5[CH:22]=[CH:23][C:24]([O:29][CH:30]6[CH2:35][CH2:34][CH2:33][O:32][CH2:31]6)=[C:25]([CH:28]=5)[C:26]#[N:27])=[C:15]4[CH:14]=3)=[CH:9][CH:8]=2)[CH2:3][CH2:2]1. (9) Given the reactants [CH3:1][C:2]1([CH3:16])[C:11]2[C:6](=[CH:7][CH:8]=[C:9]([CH3:12])[CH:10]=2)[C:5]([CH3:14])([CH3:13])[CH2:4][C:3]1=[O:15].[Cl-].[Al+3].[Cl-].[Cl-].[Br:21]Br, predict the reaction product. The product is: [Br:21][C:8]1[CH:7]=[C:6]2[C:11](=[CH:10][C:9]=1[CH3:12])[C:2]([CH3:16])([CH3:1])[C:3](=[O:15])[CH2:4][C:5]2([CH3:14])[CH3:13].